Dataset: NCI-60 drug combinations with 297,098 pairs across 59 cell lines. Task: Regression. Given two drug SMILES strings and cell line genomic features, predict the synergy score measuring deviation from expected non-interaction effect. (1) Drug 1: C1CCC(C1)C(CC#N)N2C=C(C=N2)C3=C4C=CNC4=NC=N3. Drug 2: CS(=O)(=O)OCCCCOS(=O)(=O)C. Cell line: HCC-2998. Synergy scores: CSS=0.0890, Synergy_ZIP=5.28, Synergy_Bliss=7.20, Synergy_Loewe=1.58, Synergy_HSA=1.12. (2) Drug 1: C1CCC(C1)C(CC#N)N2C=C(C=N2)C3=C4C=CNC4=NC=N3. Drug 2: C1=CC(=CC=C1CCC2=CNC3=C2C(=O)NC(=N3)N)C(=O)NC(CCC(=O)O)C(=O)O. Cell line: COLO 205. Synergy scores: CSS=38.2, Synergy_ZIP=6.27, Synergy_Bliss=4.77, Synergy_Loewe=-20.8, Synergy_HSA=-0.410. (3) Drug 1: CCC1(CC2CC(C3=C(CCN(C2)C1)C4=CC=CC=C4N3)(C5=C(C=C6C(=C5)C78CCN9C7C(C=CC9)(C(C(C8N6C=O)(C(=O)OC)O)OC(=O)C)CC)OC)C(=O)OC)O.OS(=O)(=O)O. Drug 2: CC1C(C(CC(O1)OC2CC(CC3=C2C(=C4C(=C3O)C(=O)C5=C(C4=O)C(=CC=C5)OC)O)(C(=O)CO)O)N)O.Cl. Cell line: EKVX. Synergy scores: CSS=4.23, Synergy_ZIP=-2.01, Synergy_Bliss=-3.72, Synergy_Loewe=-3.93, Synergy_HSA=-4.46.